This data is from Peptide-MHC class II binding affinity with 134,281 pairs from IEDB. The task is: Regression. Given a peptide amino acid sequence and an MHC pseudo amino acid sequence, predict their binding affinity value. This is MHC class II binding data. (1) The peptide sequence is FLHATDLLPAC. The MHC is HLA-DQA10501-DQB10201 with pseudo-sequence HLA-DQA10501-DQB10201. The binding affinity (normalized) is 0.419. (2) The binding affinity (normalized) is 0.703. The MHC is DRB1_1101 with pseudo-sequence DRB1_1101. The peptide sequence is DTFRKLFGVYSNFLR. (3) The peptide sequence is GELFIVDKIDAAFKI. The MHC is DRB1_1201 with pseudo-sequence DRB1_1201. The binding affinity (normalized) is 0.645. (4) The peptide sequence is VGVYRAVTPLGPPAA. The MHC is HLA-DQA10301-DQB10302 with pseudo-sequence HLA-DQA10301-DQB10302. The binding affinity (normalized) is 0.204. (5) The peptide sequence is PFSRIRDGLQYGWKT. The MHC is DRB4_0103 with pseudo-sequence DRB4_0103. The binding affinity (normalized) is 0. (6) The peptide sequence is REYPDSCLDGKLCLM. The MHC is DRB1_0101 with pseudo-sequence DRB1_0101. The binding affinity (normalized) is 0.628. (7) The peptide sequence is QGILHNTSDLYGLIT. The MHC is DRB1_0101 with pseudo-sequence DRB1_0101. The binding affinity (normalized) is 0.549. (8) The peptide sequence is KRSQKLLQNLRYFIM. The MHC is DRB1_0101 with pseudo-sequence DRB1_0101. The binding affinity (normalized) is 0.674. (9) The peptide sequence is GNCTTNILEAKYWCP. The MHC is HLA-DQA10102-DQB10501 with pseudo-sequence HLA-DQA10102-DQB10501. The binding affinity (normalized) is 0. (10) The peptide sequence is PTHRHLKGEACPLPH. The MHC is DRB3_0101 with pseudo-sequence DRB3_0101. The binding affinity (normalized) is 0.